The task is: Predict the reaction yield, written as a fraction of the theoretical maximum amount of product (1.0 means a 100% yield; for example, 0.34 means a 34% yield).. This data is from Reaction yield outcomes from USPTO patents with 853,638 reactions. (1) The reactants are Br[C:2]1[N:3]=[C:4]([C:7]([CH3:9])=[CH2:8])[S:5][CH:6]=1.[F:10][C:11]([F:50])([F:49])[C:12]1[CH:13]=[C:14]([C@H:22]2[O:26][C:25](=[O:27])[N:24]([CH2:28][C:29]3[CH:34]=[C:33]([C:35]([F:38])([F:37])[F:36])[CH:32]=[CH:31][C:30]=3B3OC(C)(C)C(C)(C)O3)[C@H:23]2[CH3:48])[CH:15]=[C:16]([C:18]([F:21])([F:20])[F:19])[CH:17]=1.C([O-])([O-])=O.[K+].[K+]. The catalyst is C1COCC1. The product is [F:50][C:11]([F:10])([F:49])[C:12]1[CH:13]=[C:14]([C@H:22]2[O:26][C:25](=[O:27])[N:24]([CH2:28][C:29]3[CH:34]=[C:33]([C:35]([F:36])([F:37])[F:38])[CH:32]=[CH:31][C:30]=3[C:2]3[N:3]=[C:4]([C:7]([CH3:9])=[CH2:8])[S:5][CH:6]=3)[C@H:23]2[CH3:48])[CH:15]=[C:16]([C:18]([F:19])([F:21])[F:20])[CH:17]=1. The yield is 0.900. (2) The reactants are C([N:4]1[C:12]2[C:7](=[CH:8][CH:9]=[C:10]([C:13]([C:18]3[C:26]4[C:21](=[C:22]([NH:27][S:28]([CH3:31])(=[O:30])=[O:29])[CH:23]=[CH:24][CH:25]=4)[NH:20][CH:19]=3)([CH2:16][CH3:17])[CH2:14][CH3:15])[CH:11]=2)[CH:6]=[CH:5]1)(=O)C.CO.C1COCC1.O.[Li+].[OH-]. The catalyst is O. The product is [CH2:14]([C:13]([C:18]1[C:26]2[C:21](=[C:22]([NH:27][S:28]([CH3:31])(=[O:29])=[O:30])[CH:23]=[CH:24][CH:25]=2)[NH:20][CH:19]=1)([C:10]1[CH:11]=[C:12]2[C:7]([CH:6]=[CH:5][NH:4]2)=[CH:8][CH:9]=1)[CH2:16][CH3:17])[CH3:15]. The yield is 0.620.